Dataset: Forward reaction prediction with 1.9M reactions from USPTO patents (1976-2016). Task: Predict the product of the given reaction. Given the reactants [CH3:1][N:2]1[CH2:7][CH2:6][N:5]([C:8]2[C:16]3[N:15]=[C:14]([CH2:17][N:18]([C@@H:22]4[C:31]5[N:30]=[CH:29][CH:28]=[CH:27][C:26]=5[CH2:25][CH2:24][CH2:23]4)CCO)[NH:13][C:12]=3[CH:11]=[CH:10][CH:9]=2)[CH2:4][CH2:3]1.CN1CCN(C2C3N=C(CN[C@@H]4C5N=CC=CC=5CCC4)NC=3C=CC=2)CC1.CC([Si](C)(C)[O:65][CH2:66][CH2:67][CH:68]=O)(C)C, predict the reaction product. The product is: [CH3:1][N:2]1[CH2:7][CH2:6][N:5]([C:8]2[C:16]3[N:15]=[C:14]([CH2:17][N:18]([C@@H:22]4[C:31]5[N:30]=[CH:29][CH:28]=[CH:27][C:26]=5[CH2:25][CH2:24][CH2:23]4)[CH2:68][CH2:67][CH2:66][OH:65])[NH:13][C:12]=3[CH:11]=[CH:10][CH:9]=2)[CH2:4][CH2:3]1.